This data is from Catalyst prediction with 721,799 reactions and 888 catalyst types from USPTO. The task is: Predict which catalyst facilitates the given reaction. (1) Reactant: CON(C)[C:4]([CH:6]1[CH2:11][CH2:10][N:9]([C:12]([O:14][C:15]([CH3:18])([CH3:17])[CH3:16])=[O:13])[CH2:8][CH2:7]1)=[O:5].[C:20]1([Mg]Cl)[CH:25]=[CH:24][CH:23]=[CH:22][CH:21]=1. Product: [C:4]([CH:6]1[CH2:7][CH2:8][N:9]([C:12]([O:14][C:15]([CH3:16])([CH3:17])[CH3:18])=[O:13])[CH2:10][CH2:11]1)(=[O:5])[C:20]1[CH:25]=[CH:24][CH:23]=[CH:22][CH:21]=1. The catalyst class is: 1. (2) Reactant: C(O[C:4]([C:6]1([NH:10][C:11]([C:13]2[C:14]3[CH2:15][C@@H:16]4[CH2:29][C@@H:17]4[C:18]=3[N:19]([C:21]3[CH:26]=[CH:25][C:24]([F:27])=[CH:23][C:22]=3[F:28])[N:20]=2)=[O:12])[CH2:9][CH2:8][CH2:7]1)=[O:5])C.[NH3:30]. Product: [C:4]([C:6]1([NH:10][C:11]([CH:13]2[NH:20][N:19]([C:21]3[CH:26]=[CH:25][C:24]([F:27])=[CH:23][C:22]=3[F:28])[C:18]3[C@H:17]4[CH2:29][C@H:16]4[CH2:15][C:14]2=3)=[O:12])[CH2:7][CH2:8][CH2:9]1)(=[O:5])[NH2:30]. The catalyst class is: 5. (3) Reactant: Br[CH:2]1[CH2:11][CH2:10][C:9]2[C:8]([O:12][CH2:13][C:14]([O:16][CH2:17][CH3:18])=[O:15])=[CH:7][CH:6]=[CH:5][C:4]=2[C:3]1=O.[C:20]1([CH:26]([C:33]2[CH:38]=[CH:37][CH:36]=[CH:35][CH:34]=2)[CH2:27][CH2:28][NH:29][C:30]([NH2:32])=[S:31])[CH:25]=[CH:24][CH:23]=[CH:22][CH:21]=1.C(#N)C.C(N(CC)CC)C. Product: [C:20]1([CH:26]([C:33]2[CH:38]=[CH:37][CH:36]=[CH:35][CH:34]=2)[CH2:27][CH2:28][NH:29][C:30]2[S:31][C:2]3[CH2:11][CH2:10][C:9]4[C:4](=[CH:5][CH:6]=[CH:7][C:8]=4[O:12][CH2:13][C:14]([O:16][CH2:17][CH3:18])=[O:15])[C:3]=3[N:32]=2)[CH:21]=[CH:22][CH:23]=[CH:24][CH:25]=1. The catalyst class is: 6. (4) Reactant: [Cl:1][C:2]1[C:3]([CH:8]([C:20]2[CH:29]=[C:28]3[C:23]([CH:24]=[CH:25][C:26]([C:30]4[CH:35]=[CH:34][CH:33]=[CH:32][CH:31]=4)=[N:27]3)=[CH:22][CH:21]=2)[N:9]2C(=O)C3C(=CC=CC=3)C2=O)=[N:4][CH:5]=[CH:6][N:7]=1.NN.C(Cl)Cl. Product: [Cl:1][C:2]1[C:3]([CH:8]([NH2:9])[C:20]2[CH:29]=[C:28]3[C:23]([CH:24]=[CH:25][C:26]([C:30]4[CH:35]=[CH:34][CH:33]=[CH:32][CH:31]=4)=[N:27]3)=[CH:22][CH:21]=2)=[N:4][CH:5]=[CH:6][N:7]=1. The catalyst class is: 14.